This data is from Reaction yield outcomes from USPTO patents with 853,638 reactions. The task is: Predict the reaction yield, written as a fraction of the theoretical maximum amount of product (1.0 means a 100% yield; for example, 0.34 means a 34% yield). (1) The reactants are [Br:1][C:2]1[CH:7]=[CH:6][C:5]([C:8]2O[C:10]3[CH:16]=[CH:15][CH:14]=[CH:13][C:11]=3[N:12]=2)=[CH:4][CH:3]=1.P(Cl)(Cl)(Cl)=O. The catalyst is O1CCOCC1. The product is [Br:1][C:2]1[CH:7]=[CH:6][C:5]([C:8]2[N:12]([C:11]3[CH:13]=[CH:14][CH:15]=[CH:16][CH:10]=3)[C:10]3[CH:16]=[CH:15][CH:14]=[CH:13][C:11]=3[N:12]=2)=[CH:4][CH:3]=1. The yield is 0.900. (2) The reactants are [BH4-].[Na+].[Cl-].[Ca+2].[Cl-].[C:6]([C:8]1[CH:13]=[CH:12][CH:11]=[CH:10][C:9]=1[C:14]1[CH:19]=[CH:18][C:17]([CH2:20][C:21]2[C:26](=[O:27])[N:25]([C:28]3[CH:45]=[CH:44][C:31]([O:32][CH:33]4[CH2:38][CH2:37][CH:36]([C:39](OCC)=[O:40])[CH2:35][CH2:34]4)=[CH:30][CH:29]=3)[C:24]([CH2:46][CH3:47])=[N:23][C:22]=2[CH2:48][CH2:49][CH3:50])=[CH:16][CH:15]=1)#[N:7]. The catalyst is C(O)C.O1CCCC1.C(OCC)(=O)C.Cl. The product is [CH2:46]([C:24]1[N:25]([C:28]2[CH:45]=[CH:44][C:31]([O:32][CH:33]3[CH2:34][CH2:35][CH:36]([CH2:39][OH:40])[CH2:37][CH2:38]3)=[CH:30][CH:29]=2)[C:26](=[O:27])[C:21]([CH2:20][C:17]2[CH:16]=[CH:15][C:14]([C:9]3[C:8]([C:6]#[N:7])=[CH:13][CH:12]=[CH:11][CH:10]=3)=[CH:19][CH:18]=2)=[C:22]([CH2:48][CH2:49][CH3:50])[N:23]=1)[CH3:47]. The yield is 0.710. (3) The reactants are [C:1]([O:5][C:6](=[O:21])[N:7]([CH:10]([CH3:20])[CH2:11][C:12]1[CH:17]=[CH:16][C:15]([OH:18])=[C:14]([OH:19])[CH:13]=1)[CH2:8][CH3:9])([CH3:4])([CH3:3])[CH3:2].C([O-])([O-])=O.[K+].[K+].Br[CH:29](Br)[C:30]([O:32][CH2:33][CH3:34])=[O:31]. The catalyst is CN(C=O)C. The product is [CH2:33]([O:32][C:30]([CH:29]1[O:18][C:15]2[CH:16]=[CH:17][C:12]([CH2:11][CH:10]([N:7]([C:6]([O:5][C:1]([CH3:2])([CH3:3])[CH3:4])=[O:21])[CH2:8][CH3:9])[CH3:20])=[CH:13][C:14]=2[O:19]1)=[O:31])[CH3:34]. The yield is 0.370. (4) The reactants are C([O:8][C:9](=[O:61])[CH2:10][O:11][C:12]1[C:17]2[C@@:18]3([OH:55])[C@@:31]([O:35][CH3:36])([C@H:32]([OH:34])[CH2:33][C:16]=2[CH:15]=[C:14]([CH3:56])[C:13]=1[C:57]([O:59][CH3:60])=[O:58])[C:30](=[O:37])[C:29]1[C:20](=[CH:21][C:22]2[C:23](=[O:53])[C:24]([NH:40][C@@H:41]4[C@H:46]([O:47][CH3:48])[C@H:45]([OH:49])[C@@H:44]([O:50][CH3:51])[C@H:43]([CH3:52])[O:42]4)=[CH:25][C:26](=[O:39])[C:27]=2[C:28]=1[OH:38])[C:19]3=[O:54])C1C=CC=CC=1. The catalyst is C1COCC1.[Pd]. The product is [OH:34][C@H:32]1[C@:31]2([O:35][CH3:36])[C@@:18]([OH:55])([C:19](=[O:54])[C:20]3[C:29]([C:30]2=[O:37])=[C:28]([OH:38])[C:27]2[C:26](=[O:39])[CH:25]=[C:24]([NH:40][CH:41]4[C@H:46]([O:47][CH3:48])[C@H:45]([OH:49])[C@@H:44]([O:50][CH3:51])[C@H:43]([CH3:52])[O:42]4)[C:23](=[O:53])[C:22]=2[CH:21]=3)[C:17]2[C:12]([O:11][CH2:10][C:9]([OH:61])=[O:8])=[C:13]([C:57]([O:59][CH3:60])=[O:58])[C:14]([CH3:56])=[CH:15][C:16]=2[CH2:33]1. The yield is 0.660.